This data is from Forward reaction prediction with 1.9M reactions from USPTO patents (1976-2016). The task is: Predict the product of the given reaction. (1) Given the reactants Cl.[NH2:2][CH2:3][CH2:4][C:5]([O:7][CH:8]([CH3:10])C)=[O:6].[C:11](#[N:14])[CH:12]=[CH2:13].[OH-].[Na+].OS(O)(=O)=O.C([O-])(O)=O.[Na+], predict the reaction product. The product is: [C:11]([CH2:12][CH2:13][NH:2][CH2:3][CH2:4][C:5]([O:7][CH2:8][CH3:10])=[O:6])#[N:14]. (2) Given the reactants Br[C:2]1[N:3]=[CH:4][C:5]2[N:6]([CH:8]=[CH:9][N:10]=2)[CH:7]=1.C([O-])([O-])=O.[Cs+].[Cs+].[CH2:17]([O:19][C:20]([C:22]1[CH:27]=[CH:26][C:25](B(O)O)=[CH:24][CH:23]=1)=[O:21])[CH3:18], predict the reaction product. The product is: [N:10]1[CH:9]=[CH:8][N:6]2[CH:7]=[C:2]([C:25]3[CH:26]=[CH:27][C:22]([C:20]([O:19][CH2:17][CH3:18])=[O:21])=[CH:23][CH:24]=3)[N:3]=[CH:4][C:5]=12.